From a dataset of Forward reaction prediction with 1.9M reactions from USPTO patents (1976-2016). Predict the product of the given reaction. (1) Given the reactants [N:1]([N:3]1[CH2:8][CH2:7][CH:6]([C:9]2[NH:10][C:11](=[O:20])[C:12]3[C:17]([CH:18]=2)=[C:16]([CH3:19])[CH:15]=[CH:14][CH:13]=3)[CH2:5][CH2:4]1)=O, predict the reaction product. The product is: [NH2:1][N:3]1[CH2:4][CH2:5][CH:6]([C:9]2[NH:10][C:11](=[O:20])[C:12]3[C:17]([CH:18]=2)=[C:16]([CH3:19])[CH:15]=[CH:14][CH:13]=3)[CH2:7][CH2:8]1. (2) Given the reactants [NH:1]([C:3]1[N:4]=[C:5]2[C:10](=[CH:11][CH:12]=1)[NH:9][C:8](=[O:13])[C:7]([C:14]1[CH:19]=[CH:18][CH:17]=[CH:16][CH:15]=1)=[CH:6]2)[NH2:2].[F:20][CH:21]([F:27])[C:22](OCC)=O.FC(F)C(O)=O.O, predict the reaction product. The product is: [F:20][CH:21]([F:27])[C:22]1[N:4]2[C:5]3[CH:6]=[C:7]([C:14]4[CH:19]=[CH:18][CH:17]=[CH:16][CH:15]=4)[C:8](=[O:13])[NH:9][C:10]=3[CH:11]=[CH:12][C:3]2=[N:1][N:2]=1. (3) Given the reactants Br[C:2]1[CH:3]=[N:4][C:5]([CH2:8][CH2:9][N:10]([CH3:12])[CH3:11])=[N:6][CH:7]=1.[F:13][C:14]1[CH:23]=[C:22]([NH:24][S:25]([C:28]2[CH:33]=[CH:32][C:31](B3OC(C)(C)C(C)(C)O3)=[CH:30][CH:29]=2)(=[O:27])=[O:26])[C:21]([F:43])=[CH:20][C:15]=1[C:16]([O:18][CH3:19])=[O:17].C(=O)([O-])[O-].[Na+].[Na+], predict the reaction product. The product is: [CH3:11][N:10]([CH3:12])[CH2:9][CH2:8][C:5]1[N:4]=[CH:3][C:2]([C:31]2[CH:30]=[CH:29][C:28]([S:25]([NH:24][C:22]3[C:21]([F:43])=[CH:20][C:15]([C:16]([O:18][CH3:19])=[O:17])=[C:14]([F:13])[CH:23]=3)(=[O:27])=[O:26])=[CH:33][CH:32]=2)=[CH:7][N:6]=1. (4) Given the reactants Br[C:2]1[C:3]([Cl:18])=[C:4]([NH:10][C:11](=[O:17])[O:12][C:13]([CH3:16])([CH3:15])[CH3:14])[CH:5]=[C:6]([C:8]#[N:9])[CH:7]=1.[CH2:19]1[C:23]2([CH2:28][CH2:27][NH:26][CH2:25][CH2:24]2)[CH2:22][CH2:21][N:20]1[C:29](=[O:31])[CH3:30].C1C=CC(P(C2C(C3C(P(C4C=CC=CC=4)C4C=CC=CC=4)=CC=C4C=3C=CC=C4)=C3C(C=CC=C3)=CC=2)C2C=CC=CC=2)=CC=1.C([O-])([O-])=O.[Cs+].[Cs+], predict the reaction product. The product is: [C:29]([N:20]1[CH2:21][CH2:22][C:23]2([CH2:28][CH2:27][N:26]([C:2]3[C:3]([Cl:18])=[C:4]([NH:10][C:11](=[O:17])[O:12][C:13]([CH3:16])([CH3:15])[CH3:14])[CH:5]=[C:6]([C:8]#[N:9])[CH:7]=3)[CH2:25][CH2:24]2)[CH2:19]1)(=[O:31])[CH3:30]. (5) Given the reactants [Cl:1][C:2]1[CH:9]=[CH:8][C:5]([C:6]#[N:7])=[C:4](F)[CH:3]=1.[CH2:11]([OH:14])[CH2:12][OH:13].C([O-])([O-])=O.[K+].[K+], predict the reaction product. The product is: [Cl:1][C:2]1[CH:9]=[CH:8][C:5]([C:6]#[N:7])=[C:4]([O:13][CH2:12][CH2:11][OH:14])[CH:3]=1.